From a dataset of Catalyst prediction with 721,799 reactions and 888 catalyst types from USPTO. Predict which catalyst facilitates the given reaction. (1) Reactant: [CH:1]1([CH2:7][CH2:8][CH2:9][C@@H:10]([C:19]2[O:23][N:22]=[C:21]([C:24]([N:26]3[CH2:29][CH:28]([N:30]4[CH2:35][CH2:34][O:33][CH2:32][CH2:31]4)[CH2:27]3)=[O:25])[N:20]=2)[CH2:11][C:12]([O:14]C(C)(C)C)=[O:13])[CH2:6][CH2:5][CH2:4][CH2:3][CH2:2]1.[F:36][C:37]([F:42])([F:41])[C:38]([OH:40])=[O:39]. The catalyst class is: 4. Product: [F:36][C:37]([F:42])([F:41])[C:38]([OH:40])=[O:39].[CH:1]1([CH2:7][CH2:8][CH2:9][C@@H:10]([C:19]2[O:23][N:22]=[C:21]([C:24]([N:26]3[CH2:27][CH:28]([N:30]4[CH2:35][CH2:34][O:33][CH2:32][CH2:31]4)[CH2:29]3)=[O:25])[N:20]=2)[CH2:11][C:12]([OH:14])=[O:13])[CH2:2][CH2:3][CH2:4][CH2:5][CH2:6]1. (2) Reactant: [OH:1][C:2]1[CH:15]=[CH:14][C:5]2[C@H:6]([CH2:9][C:10]([O:12][CH3:13])=[O:11])[CH2:7][O:8][C:4]=2[CH:3]=1.[C:16]1([B:22]([OH:24])O)[CH:21]=[CH:20][CH:19]=[CH:18][CH:17]=1.C=O.[C:27](O)(=O)CC. Product: [C:16]1([B:22]2[O:1][C:2]3=[CH:3][C:4]4[O:8][CH2:7][C@@H:6]([CH2:9][C:10]([O:12][CH3:13])=[O:11])[C:5]=4[CH:14]=[C:15]3[CH2:27][O:24]2)[CH:21]=[CH:20][CH:19]=[CH:18][CH:17]=1. The catalyst class is: 48.